Dataset: Forward reaction prediction with 1.9M reactions from USPTO patents (1976-2016). Task: Predict the product of the given reaction. (1) The product is: [CH3:8][C:7]1([CH3:9])[CH:1]2[CH:2]3[O:25][C:3]3([CH3:10])[CH2:4][CH2:5][CH:6]12. Given the reactants [CH:1]12[C:7]([CH3:9])([CH3:8])[CH:6]1[CH2:5][CH2:4][C:3]([CH3:10])=[CH:2]2.C12C(C)(C)C1CC=C(C)C2.C(Cl)Cl.C([O-])(O)=[O:25].[Na+].ClC1C=CC=C(C(OO)=O)C=1, predict the reaction product. (2) Given the reactants [CH:1]1([CH2:4][O:5][C:6]2[CH:11]=[CH:10][C:9]([N:12]3[C:17](=[O:18])[C:16]4[NH:19][CH:20]=[CH:21][C:15]=4[NH:14][C:13]3=[S:22])=[CH:8][C:7]=2[CH3:23])[CH2:3][CH2:2]1.I[CH2:25][CH3:26].C(=O)([O-])O.[Na+], predict the reaction product. The product is: [CH:1]1([CH2:4][O:5][C:6]2[CH:11]=[CH:10][C:9]([N:12]3[C:17](=[O:18])[C:16]4[NH:19][CH:20]=[CH:21][C:15]=4[N:14]=[C:13]3[S:22][CH2:25][CH3:26])=[CH:8][C:7]=2[CH3:23])[CH2:2][CH2:3]1. (3) Given the reactants [C:1]([O:4][C@H:5]1[O:51][C@@H:50]([CH2:52][O:53][C:54](=[O:56])[CH3:55])[C@@H:45]([O:46][C:47](=[O:49])[CH3:48])[C@H:40]([O:41][C:42](=[O:44])[CH3:43])[C@@H:6]1[O:7][C@H:8]1[O:34][C@H:33]([CH2:35][O:36][C:37](=[O:39])[CH3:38])[C@@H:28]([O:29][C:30](=[O:32])[CH3:31])[C@H:23]([O:24][C:25](=[O:27])[CH3:26])[C@@H:9]1[O:10][C:11](=[O:22])[NH:12]C1C=CC([N+]([O-])=O)=CC=1)(=[O:3])[CH3:2].N, predict the reaction product. The product is: [C:1]([O:4][C@H:5]1[O:51][C@@H:50]([CH2:52][O:53][C:54](=[O:56])[CH3:55])[C@@H:45]([O:46][C:47](=[O:49])[CH3:48])[C@H:40]([O:41][C:42](=[O:44])[CH3:43])[C@@H:6]1[O:7][C@H:8]1[O:34][C@H:33]([CH2:35][O:36][C:37](=[O:39])[CH3:38])[C@@H:28]([O:29][C:30](=[O:32])[CH3:31])[C@H:23]([O:24][C:25](=[O:27])[CH3:26])[C@@H:9]1[O:10][C:11](=[O:22])[NH2:12])(=[O:3])[CH3:2]. (4) Given the reactants [C:1](=[NH:14])([C:8]1[CH:13]=[CH:12][CH:11]=[CH:10][CH:9]=1)[C:2]1[CH:7]=[CH:6][CH:5]=[CH:4][CH:3]=1.C(=O)([O-])[O-].[Cs+].[Cs+].C1(P(C2C=CC=CC=2)C2C=CC3C(=CC=CC=3)C=2C2C3C(=CC=CC=3)C=CC=2P(C2C=CC=CC=2)C2C=CC=CC=2)C=CC=CC=1.Br[C:68]1[CH:69]=[N:70][CH:71]=[C:72]([C:74]([F:77])([F:76])[CH3:75])[CH:73]=1, predict the reaction product. The product is: [F:76][C:74]([C:72]1[CH:73]=[C:68]([N:14]=[C:1]([C:8]2[CH:9]=[CH:10][CH:11]=[CH:12][CH:13]=2)[C:2]2[CH:7]=[CH:6][CH:5]=[CH:4][CH:3]=2)[CH:69]=[N:70][CH:71]=1)([F:77])[CH3:75]. (5) Given the reactants [CH3:1][O:2][C:3]1[N:8]=[CH:7][C:6]([NH:9][C:10]2[N:11]=[C:12]3[CH:17]=[CH:16][CH:15]=[CH:14][N:13]3[CH:18]=2)=[CH:5][CH:4]=1.Cl[C:20]1[N:25]=[C:24]([CH3:26])[N:23]=[C:22]([N:27]([CH2:37][C:38]2[CH:43]=[CH:42][C:41]([O:44][CH3:45])=[CH:40][CH:39]=2)[CH2:28][C:29]2[CH:34]=[CH:33][C:32]([O:35][CH3:36])=[CH:31][CH:30]=2)[N:21]=1.C(=O)([O-])[O-].[K+].[K+].C1(P(C2C=CC=CC=2)C2C=CC=CC=2)C=CC=CC=1, predict the reaction product. The product is: [CH3:45][O:44][C:41]1[CH:40]=[CH:39][C:38]([CH2:37][N:27]([CH2:28][C:29]2[CH:30]=[CH:31][C:32]([O:35][CH3:36])=[CH:33][CH:34]=2)[C:22]2[N:23]=[C:24]([CH3:26])[N:25]=[C:20]([C:18]3[N:13]4[CH:14]=[CH:15][CH:16]=[CH:17][C:12]4=[N:11][C:10]=3[NH:9][C:6]3[CH:7]=[N:8][C:3]([O:2][CH3:1])=[CH:4][CH:5]=3)[N:21]=2)=[CH:43][CH:42]=1. (6) Given the reactants [OH:1][CH2:2][C:3]1[C:4]2[N:5]([N:11]=[C:12]([C:14]#[N:15])[CH:13]=2)[C:6]([O:9][CH3:10])=[CH:7][CH:8]=1, predict the reaction product. The product is: [CH:2]([C:3]1[C:4]2[N:5]([N:11]=[C:12]([C:14]#[N:15])[CH:13]=2)[C:6]([O:9][CH3:10])=[CH:7][CH:8]=1)=[O:1].